Dataset: Full USPTO retrosynthesis dataset with 1.9M reactions from patents (1976-2016). Task: Predict the reactants needed to synthesize the given product. (1) Given the product [CH2:1]([O:3][C:4](=[O:35])[CH2:5][C:6]1[CH:7]=[N:8][CH:9]=[C:10]([C:12]2[CH:17]=[CH:16][C:15]([C:18]([F:20])([F:21])[F:19])=[CH:14][C:13]=2[CH2:22][N:23]([C:39]([CH:36]2[CH2:38][CH2:37]2)=[O:40])[CH2:24][C:25]2[CH:26]=[N:27][C:28]([C:31]([F:32])([F:33])[F:34])=[CH:29][CH:30]=2)[CH:11]=1)[CH3:2], predict the reactants needed to synthesize it. The reactants are: [CH2:1]([O:3][C:4](=[O:35])[CH2:5][C:6]1[CH:7]=[N:8][CH:9]=[C:10]([C:12]2[CH:17]=[CH:16][C:15]([C:18]([F:21])([F:20])[F:19])=[CH:14][C:13]=2[CH2:22][NH:23][CH2:24][C:25]2[CH:26]=[N:27][C:28]([C:31]([F:34])([F:33])[F:32])=[CH:29][CH:30]=2)[CH:11]=1)[CH3:2].[CH:36]1([C:39](Cl)=[O:40])[CH2:38][CH2:37]1. (2) Given the product [Cl:1][C:2]1[CH:7]=[CH:6][C:5]([S:8]([N:11]([CH2:27][C:28]2[CH:33]=[CH:32][C:31]([C:34]3[N:38]=[CH:37][O:36][N:35]=3)=[CH:30][C:29]=2[F:39])[C@@H:12]2[CH2:17][CH2:16][CH2:15][CH2:14][C@H:13]2[CH2:18][OH:19])(=[O:9])=[O:10])=[CH:4][CH:3]=1, predict the reactants needed to synthesize it. The reactants are: [Cl:1][C:2]1[CH:7]=[CH:6][C:5]([S:8]([NH:11][C@@H:12]2[CH2:17][CH2:16][CH2:15][CH2:14][C@H:13]2[CH2:18][OH:19])(=[O:10])=[O:9])=[CH:4][CH:3]=1.C(=O)([O-])[O-].[Cs+].[Cs+].Br[CH2:27][C:28]1[CH:33]=[CH:32][C:31]([C:34]2[N:38]=[CH:37][O:36][N:35]=2)=[CH:30][C:29]=1[F:39].O1C=NC(C2C=CC(CN([C@@H]3CCCC[C@H]3CO)S(C3C=CC(Cl)=CC=3)(=O)=O)=CC=2)=N1. (3) Given the product [OH:24][CH2:20][CH2:21][C:22]#[C:23][C:2]1[CH:19]=[CH:18][C:5]([CH2:6][N:7]2[C:15](=[O:16])[C:14]3[C:9](=[CH:10][CH:11]=[CH:12][CH:13]=3)[C:8]2=[O:17])=[CH:4][CH:3]=1, predict the reactants needed to synthesize it. The reactants are: I[C:2]1[CH:19]=[CH:18][C:5]([CH2:6][N:7]2[C:15](=[O:16])[C:14]3[C:9](=[CH:10][CH:11]=[CH:12][CH:13]=3)[C:8]2=[O:17])=[CH:4][CH:3]=1.[CH2:20]([OH:24])[CH2:21][C:22]#[CH:23].